Dataset: Forward reaction prediction with 1.9M reactions from USPTO patents (1976-2016). Task: Predict the product of the given reaction. (1) Given the reactants [Cl:1][C:2]1[CH:3]=[C:4]([C:9]2[CH:14]=[C:13]([CH3:15])[N:12]=[C:11]([N:16]3[CH:20]=[C:19]([Sn](CCCC)(CCCC)CCCC)[N:18]=[CH:17]3)[N:10]=2)[CH:5]=[CH:6][C:7]=1[Cl:8].BrC1C=C([CH2:41][S:42](CC2C=CC=C(Br)C=2)(=[O:44])=[O:43])C=CC=1.C[CH2:54][CH2:55][CH2:56][CH2:57][CH2:58][CH3:59], predict the reaction product. The product is: [Cl:1][C:2]1[CH:3]=[C:4]([C:9]2[CH:14]=[C:13]([CH3:15])[N:12]=[C:11]([N:16]3[CH:20]=[C:19]([C:55]4[CH:56]=[CH:57][CH:58]=[C:59]([S:42]([CH3:41])(=[O:44])=[O:43])[CH:54]=4)[N:18]=[CH:17]3)[N:10]=2)[CH:5]=[CH:6][C:7]=1[Cl:8]. (2) Given the reactants C(O)/C=C/C.Cl.[Cl:7][C:8]1([Cl:14])[C@H:10]([CH3:11])[C@@H:9]1[NH:12][CH3:13], predict the reaction product. The product is: [ClH:7].[Cl:7][C:8]1([Cl:14])[C@@H:10]([CH3:11])[C@@H:9]1[NH:12][CH3:13]. (3) Given the reactants ClC1C=CC(O)=CC=1O.[CH3:10][O:11][C:12]1[CH:17]=[CH:16][C:15]([CH2:18][C:19](O)=[O:20])=[CH:14][CH:13]=1.CC([O-])=O.[Na+], predict the reaction product. The product is: [CH3:10][O:11][C:12]1[CH:17]=[CH:16][C:15]([CH2:18][CH:19]=[O:20])=[CH:14][CH:13]=1. (4) Given the reactants C1C(=O)N([Cl:8])C(=O)C1.[OH:9][N:10]=[CH:11][CH2:12][CH2:13][C:14]([CH3:24])([S:20]([CH3:23])(=[O:22])=[O:21])[C:15]([O:17][CH2:18][CH3:19])=[O:16], predict the reaction product. The product is: [Cl:8][C:11](=[N:10][OH:9])[CH2:12][CH2:13][C:14]([CH3:24])([S:20]([CH3:23])(=[O:21])=[O:22])[C:15]([O:17][CH2:18][CH3:19])=[O:16].